Dataset: NCI-60 drug combinations with 297,098 pairs across 59 cell lines. Task: Regression. Given two drug SMILES strings and cell line genomic features, predict the synergy score measuring deviation from expected non-interaction effect. (1) Drug 1: C1=CC=C(C(=C1)C(C2=CC=C(C=C2)Cl)C(Cl)Cl)Cl. Cell line: 786-0. Synergy scores: CSS=55.1, Synergy_ZIP=4.04, Synergy_Bliss=5.23, Synergy_Loewe=-38.5, Synergy_HSA=5.76. Drug 2: CC1CCCC2(C(O2)CC(NC(=O)CC(C(C(=O)C(C1O)C)(C)C)O)C(=CC3=CSC(=N3)C)C)C. (2) Drug 1: CC12CCC3C(C1CCC2=O)CC(=C)C4=CC(=O)C=CC34C. Drug 2: COC1=C2C(=CC3=C1OC=C3)C=CC(=O)O2. Cell line: SN12C. Synergy scores: CSS=40.5, Synergy_ZIP=3.80, Synergy_Bliss=3.81, Synergy_Loewe=1.08, Synergy_HSA=1.72. (3) Drug 1: CC1C(C(CC(O1)OC2CC(CC3=C2C(=C4C(=C3O)C(=O)C5=C(C4=O)C(=CC=C5)OC)O)(C(=O)C)O)N)O.Cl. Drug 2: C1=CN(C=N1)CC(O)(P(=O)(O)O)P(=O)(O)O. Cell line: HL-60(TB). Synergy scores: CSS=10.8, Synergy_ZIP=-13.7, Synergy_Bliss=-24.6, Synergy_Loewe=-80.9, Synergy_HSA=-24.1. (4) Drug 1: CCCS(=O)(=O)NC1=C(C(=C(C=C1)F)C(=O)C2=CNC3=C2C=C(C=N3)C4=CC=C(C=C4)Cl)F. Drug 2: CC(C1=C(C=CC(=C1Cl)F)Cl)OC2=C(N=CC(=C2)C3=CN(N=C3)C4CCNCC4)N. Cell line: SF-268. Synergy scores: CSS=-4.39, Synergy_ZIP=6.83, Synergy_Bliss=0.711, Synergy_Loewe=-9.26, Synergy_HSA=-3.94. (5) Drug 1: CC1C(C(CC(O1)OC2CC(CC3=C2C(=C4C(=C3O)C(=O)C5=C(C4=O)C(=CC=C5)OC)O)(C(=O)CO)O)N)O.Cl. Drug 2: C(CC(=O)O)C(=O)CN.Cl. Cell line: NCI/ADR-RES. Synergy scores: CSS=-2.67, Synergy_ZIP=-0.332, Synergy_Bliss=-3.68, Synergy_Loewe=-2.37, Synergy_HSA=-3.87. (6) Drug 1: CNC(=O)C1=CC=CC=C1SC2=CC3=C(C=C2)C(=NN3)C=CC4=CC=CC=N4. Drug 2: CCC(=C(C1=CC=CC=C1)C2=CC=C(C=C2)OCCN(C)C)C3=CC=CC=C3.C(C(=O)O)C(CC(=O)O)(C(=O)O)O. Cell line: U251. Synergy scores: CSS=12.7, Synergy_ZIP=-4.85, Synergy_Bliss=-1.45, Synergy_Loewe=-12.0, Synergy_HSA=-1.54.